This data is from Forward reaction prediction with 1.9M reactions from USPTO patents (1976-2016). The task is: Predict the product of the given reaction. (1) Given the reactants [CH3:1][N:2]1[CH2:7][CH2:6][N:5]([C:8]2[CH:9]=[CH:10][C:11]3[NH:16][C:15]([C:17]4[CH:18]=[CH:19][C:20]5[NH:25][C:24]([C:26]6[CH:27]=[CH:28][C:29]([OH:32])=[CH:30][CH:31]=6)=[N:23][C:21]=5[CH:22]=4)=[N:14][C:12]=3[CH:13]=2)[CH2:4][CH2:3]1.[OH-].[NH4+], predict the reaction product. The product is: [CH3:1][N:2]1[CH2:7][CH2:6][N:5]([C:8]2[CH:9]=[CH:10][C:11]3[N:16]=[C:15]([C:17]4[CH:18]=[CH:19][C:20]5[NH:25][C:24]([NH:23][C:21]=5[CH:22]=4)=[C:26]4[CH:27]=[CH:28][C:29](=[O:32])[CH:30]=[CH:31]4)[NH:14][C:12]=3[CH:13]=2)[CH2:4][CH2:3]1. (2) Given the reactants [CH2:1](Cl)[CH2:2]Cl.C1C=CC2N(O)N=[N:11]C=2C=1.C(OC(N[C@H:23]([CH2:27][C:28]1[CH:33]=[CH:32][C:31]([OH:34])=[CH:30][CH:29]=1)[C:24]([OH:26])=O)=O)(C)(C)C.FC(F)(F)C(O)=O.[CH2:42]([O:46][C:47]1([C:51]2[CH:56]=[CH:55][CH:54]=[CH:53][C:52]=2[CH3:57])[CH2:50][NH:49][CH2:48]1)[CH2:43][CH2:44][CH3:45].C([N:60]([CH2:63]C)[CH2:61][CH3:62])C.Cl.C[N:67](C)[CH:68]=[O:69], predict the reaction product. The product is: [CH2:42]([O:46][C:47]1([C:51]2[CH:56]=[CH:55][CH:54]=[CH:53][C:52]=2[CH3:57])[CH2:48][N:49]([C:24](=[O:26])[CH:23]([CH:1]([CH2:2][C:62]2[NH:11][CH:63]=[N:60][CH:61]=2)[C:68]([NH2:67])=[O:69])[CH2:27][C:28]2[CH:29]=[CH:30][C:31]([OH:34])=[CH:32][CH:33]=2)[CH2:50]1)[CH2:43][CH2:44][CH3:45]. (3) Given the reactants F[C:2]1[CH:10]=[C:9](Cl)[CH:8]=[CH:7][C:3]=1[C:4](O)=[O:5].O1CCCC1.C(Cl)(=O)C([Cl:20])=O, predict the reaction product. The product is: [C:4]([Cl:20])(=[O:5])[C:3]1[CH:7]=[CH:8][CH:9]=[CH:10][CH:2]=1. (4) The product is: [F:11][C:12]1[N:20]=[C:19]2[C:15]([N:16]=[CH:17][N:18]2[CH:21]2[CH2:26][CH2:25][CH2:24][CH2:23][O:22]2)=[C:14]([NH:1][C:2]2[CH:7]=[CH:6][C:5]([C:8](=[O:10])[CH3:9])=[CH:4][CH:3]=2)[N:13]=1. Given the reactants [NH2:1][C:2]1[CH:7]=[CH:6][C:5]([C:8](=[O:10])[CH3:9])=[CH:4][CH:3]=1.[F:11][C:12]1[N:20]=[C:19]2[C:15]([N:16]=[CH:17][N:18]2[CH:21]2[CH2:26][CH2:25][CH2:24][CH2:23][O:22]2)=[C:14](Cl)[N:13]=1.C(N(C(C)C)CC)(C)C, predict the reaction product.